From a dataset of Catalyst prediction with 721,799 reactions and 888 catalyst types from USPTO. Predict which catalyst facilitates the given reaction. (1) Reactant: CS(C)=O.[F:5][C:6]1[C:11]([F:12])=[CH:10][CH:9]=[CH:8][C:7]=1[C@@H:13]1[CH2:23][CH2:22][C@@H:21]([OH:24])[C:16]2=[N:17][CH:18]=[CH:19][CH:20]=[C:15]2[CH2:14]1.CCN(CC)CC.O. Product: [F:5][C:6]1[C:11]([F:12])=[CH:10][CH:9]=[CH:8][C:7]=1[CH:13]1[CH2:23][CH2:22][C:21](=[O:24])[C:16]2=[N:17][CH:18]=[CH:19][CH:20]=[C:15]2[CH2:14]1. The catalyst class is: 91. (2) Reactant: [CH2:1]([O:3][C:4]([C:6]1[CH:7]=[C:8]2[N:13]([C:14]=1[C:15]1[CH:16]=[N:17][C:18]([O:21][CH3:22])=[CH:19][CH:20]=1)[CH:12]=[CH:11][C:10]([CH2:23][N:24]1[CH:28]=[C:27]([C:29]([O:36][C:37](=[O:47])[C:38]3[CH:43]=[CH:42][C:41]([N+:44]([O-:46])=[O:45])=[CH:40][CH:39]=3)([C:32]([F:35])([F:34])[F:33])[CH2:30][CH3:31])[N:26]=[N:25]1)=[CH:9]2)=[O:5])[CH3:2].[F:48][C:49]([F:60])([F:59])[C:50](O[C:50](=[O:51])[C:49]([F:60])([F:59])[F:48])=[O:51]. The catalyst class is: 2. Product: [CH2:1]([O:3][C:4]([C:6]1[C:7]([C:50](=[O:51])[C:49]([F:60])([F:59])[F:48])=[C:8]2[N:13]([C:14]=1[C:15]1[CH:16]=[N:17][C:18]([O:21][CH3:22])=[CH:19][CH:20]=1)[CH:12]=[CH:11][C:10]([CH2:23][N:24]1[CH:28]=[C:27]([C:29]([O:36][C:37](=[O:47])[C:38]3[CH:39]=[CH:40][C:41]([N+:44]([O-:46])=[O:45])=[CH:42][CH:43]=3)([C:32]([F:35])([F:34])[F:33])[CH2:30][CH3:31])[N:26]=[N:25]1)=[CH:9]2)=[O:5])[CH3:2]. (3) Reactant: Br[C:2]1[C:12]([Cl:13])=[CH:11][C:5]2[O:6][C:7]([F:10])([F:9])[O:8][C:4]=2[CH:3]=1.[Cl-].[Li+].C([Mg+])(C)C.[Cl-].C(O[B:25]1[O:29][C:28]([CH3:31])([CH3:30])[C:27]([CH3:33])([CH3:32])[O:26]1)(C)C.[NH4+].[Cl-].[Na+].[Cl-]. Product: [Cl:13][C:12]1[C:2]([B:25]2[O:29][C:28]([CH3:31])([CH3:30])[C:27]([CH3:33])([CH3:32])[O:26]2)=[CH:3][C:4]2[O:8][C:7]([F:10])([F:9])[O:6][C:5]=2[CH:11]=1. The catalyst class is: 54. (4) Reactant: [CH3:1][S:2](Cl)(=[O:4])=[O:3].Cl.[NH2:7][C:8]1([C:11]([O:13][CH2:14][CH3:15])=[O:12])[CH2:10][CH2:9]1.CCN(C(C)C)C(C)C.Cl. Product: [CH3:1][S:2]([NH:7][C:8]1([C:11]([O:13][CH2:14][CH3:15])=[O:12])[CH2:10][CH2:9]1)(=[O:4])=[O:3]. The catalyst class is: 4. (5) Product: [Cl:3][C:4]1[N:5]=[C:6]([Cl:14])[C:7]2[C:12]([Cl:13])=[CH:11][N:10]([CH2:24][O:23][CH2:22][CH2:21][Si:18]([CH3:20])([CH3:19])[CH3:17])[C:8]=2[N:9]=1. The catalyst class is: 3. Reactant: [H-].[Na+].[Cl:3][C:4]1[N:5]=[C:6]([Cl:14])[C:7]2[C:12]([Cl:13])=[CH:11][NH:10][C:8]=2[N:9]=1.[H][H].[CH3:17][Si:18]([CH2:21][CH2:22][O:23][CH2:24]Cl)([CH3:20])[CH3:19]. (6) Reactant: [Cl:1][C:2]1[CH:3]=[C:4]2[C:9](=[CH:10][C:11]=1[O:12][CH2:13][C:14]1[CH:19]=[CH:18][CH:17]=[CH:16][N:15]=1)[NH:8][C:7](=[O:20])[C:6](/[CH:21]=[N:22]/[S:23]([C:25]([CH3:28])([CH3:27])[CH3:26])=[O:24])=[CH:5]2.[CH2:29](Cl)Cl.C[Mg]Br.O. Product: [Cl:1][C:2]1[CH:3]=[C:4]2[C:9](=[CH:10][C:11]=1[O:12][CH2:13][C:14]1[CH:19]=[CH:18][CH:17]=[CH:16][N:15]=1)[NH:8][C:7](=[O:20])[C:6]([CH:21]([NH:22][S:23]([C:25]([CH3:28])([CH3:27])[CH3:26])=[O:24])[CH3:29])=[CH:5]2. The catalyst class is: 25. (7) Reactant: [CH2:1]([O:8][C@@H:9]1[C@H:13]([CH2:14][O:15][CH2:16][C:17]2[CH:22]=[CH:21][CH:20]=[CH:19][CH:18]=2)[CH2:12][C@@H:11]([OH:23])[CH2:10]1)[C:2]1[CH:7]=[CH:6][CH:5]=[CH:4][CH:3]=1.[H-].[Na+].[Cl:26][C:27]1[CH:32]=[C:31](Cl)[N:30]=[CH:29][N:28]=1. Product: [CH2:1]([O:8][C@@H:9]1[C@H:13]([CH2:14][O:15][CH2:16][C:17]2[CH:22]=[CH:21][CH:20]=[CH:19][CH:18]=2)[CH2:12][C@@H:11]([O:23][C:31]2[CH:32]=[C:27]([Cl:26])[N:28]=[CH:29][N:30]=2)[CH2:10]1)[C:2]1[CH:3]=[CH:4][CH:5]=[CH:6][CH:7]=1. The catalyst class is: 7. (8) Product: [NH2:11][C:10]1[CH:9]=[C:8]([C:5]2[N:4]=[CH:3][C:2]([C:16]3[CH:20]=[N:19][N:18]([CH:21]4[CH2:22][CH2:23][N:24]([C:27]([O:29][C:30]([CH3:33])([CH3:32])[CH3:31])=[O:28])[CH2:25][CH2:26]4)[CH:17]=3)=[CH:7][N:6]=2)[CH:14]=[CH:13][CH:12]=1. The catalyst class is: 667. Reactant: Br[C:2]1[CH:3]=[N:4][C:5]([C:8]2[CH:9]=[C:10]([CH:12]=[CH:13][CH:14]=2)[NH2:11])=[N:6][CH:7]=1.B(O)(O)[C:16]1[CH:20]=[N:19][N:18]([CH:21]2[CH2:26][CH2:25][N:24]([C:27]([O:29][C:30]([CH3:33])([CH3:32])[CH3:31])=[O:28])[CH2:23][CH2:22]2)[CH:17]=1.C([O-])([O-])=O.[K+].[K+]. (9) Reactant: [C:1]([O:5][C:6]([NH:8][C@@H:9]([C:18]([OH:20])=O)[CH2:10][C:11]1[CH:16]=[CH:15][C:14]([CH3:17])=[CH:13][CH:12]=1)=[O:7])([CH3:4])([CH3:3])[CH3:2].CCN(C(C)C)C(C)C.Cl.[CH3:31][O:32][C:33]1[CH:34]=[C:35]([C:41]2[C@@H:50]3[C@@H:45]([CH2:46][CH2:47][CH2:48][CH2:49]3)[C:44](=[O:51])[N:43]([CH:52]3[CH2:57][CH2:56][NH:55][CH2:54][CH2:53]3)[N:42]=2)[CH:36]=[CH:37][C:38]=1[O:39][CH3:40].CCOC(C(C#N)=NOC(N1CCOCC1)=[N+](C)C)=O.F[P-](F)(F)(F)(F)F.C(=O)(O)[O-].[Na+]. Product: [CH3:31][O:32][C:33]1[CH:34]=[C:35]([C:41]2[C@@H:50]3[C@@H:45]([CH2:46][CH2:47][CH2:48][CH2:49]3)[C:44](=[O:51])[N:43]([CH:52]3[CH2:53][CH2:54][N:55]([C:18](=[O:20])[C@H:9]([NH:8][C:6](=[O:7])[O:5][C:1]([CH3:2])([CH3:3])[CH3:4])[CH2:10][C:11]4[CH:12]=[CH:13][C:14]([CH3:17])=[CH:15][CH:16]=4)[CH2:56][CH2:57]3)[N:42]=2)[CH:36]=[CH:37][C:38]=1[O:39][CH3:40]. The catalyst class is: 2.